This data is from Forward reaction prediction with 1.9M reactions from USPTO patents (1976-2016). The task is: Predict the product of the given reaction. (1) Given the reactants [CH2:19](O[C:21]1[CH:22]=C(O[CH2:19][C:20]2[CH:25]=[CH:24]C=[CH:22][CH:21]=2)[C:24](C(C)C)=[CH:25][C:20]=1[C:19](O)=O)[C:20]1[CH:25]=[CH:24]C=[CH:22][CH:21]=1.[CH2:29]([Cl:32])[CH2:30]Cl.C1C=NC2N([OH:42])N=NC=2C=1.C([N:45]([CH2:48]C)CC)C, predict the reaction product. The product is: [Cl:32][C:29]1[CH:30]=[C:25]2[C:20](=[CH:21][CH:22]=1)[CH2:19][N:45]([CH:48]=[O:42])[CH2:24]2. (2) Given the reactants Cl[CH2:2][C:3]1[C:4]([CH2:19][CH2:20][O:21][CH3:22])=[N:5][C:6]([C:9]2[CH:10]=[N:11][C:12]([C:15]([F:18])([F:17])[F:16])=[CH:13][CH:14]=2)=[N:7][CH:8]=1.[CH2:23]([O:25][C:26](=[O:39])[C:27]([O:30][C:31]1[CH:36]=[CH:35][C:34]([OH:37])=[CH:33][C:32]=1[CH3:38])([CH3:29])[CH3:28])[CH3:24].C(=O)([O-])[O-].[Cs+].[Cs+], predict the reaction product. The product is: [CH2:23]([O:25][C:26](=[O:39])[C:27]([O:30][C:31]1[CH:36]=[CH:35][C:34]([O:37][CH2:2][C:3]2[C:4]([CH2:19][CH2:20][O:21][CH3:22])=[N:5][C:6]([C:9]3[CH:10]=[N:11][C:12]([C:15]([F:18])([F:17])[F:16])=[CH:13][CH:14]=3)=[N:7][CH:8]=2)=[CH:33][C:32]=1[CH3:38])([CH3:28])[CH3:29])[CH3:24]. (3) Given the reactants Cl.[C:2]([C:4]1[C:5]([F:21])=[CH:6][C:7]([O:19][CH3:20])=[C:8]([CH:18]=1)[C:9]([NH:11][CH:12]1[CH2:17][CH2:16][NH:15][CH2:14][CH2:13]1)=[O:10])#[N:3].[CH3:22][C:23]1[C:31]2[CH2:30][O:29][C:28](=[O:32])[C:27]=2[CH:26]=[CH:25][C:24]=1[C@H:33]1[CH2:35][O:34]1, predict the reaction product. The product is: [C:2]([C:4]1[C:5]([F:21])=[CH:6][C:7]([O:19][CH3:20])=[C:8]([CH:18]=1)[C:9]([NH:11][CH:12]1[CH2:13][CH2:14][N:15]([CH2:35][C@@H:33]([OH:34])[C:24]2[C:23]([CH3:22])=[C:31]3[C:27](=[CH:26][CH:25]=2)[C:28](=[O:32])[O:29][CH2:30]3)[CH2:16][CH2:17]1)=[O:10])#[N:3]. (4) Given the reactants [Cl:1][C:2]1[CH:10]=[CH:9][C:8]([Cl:11])=[C:7]2[C:3]=1[C:4](=O)[C:5](=O)[NH:6]2.[NH2:14][N:15]1[C:19]([NH2:20])=[N:18][N:17]=[C:16]1[CH2:21][C:22]1[CH:27]=[CH:26][C:25]([OH:28])=[CH:24][CH:23]=1, predict the reaction product. The product is: [Cl:1][C:2]1[CH:10]=[CH:9][C:8]([Cl:11])=[C:7]2[C:3]=1[C:4]1[C:5]([NH:6]2)=[N:20][C:19]2=[N:18][N:17]=[C:16]([CH2:21][C:22]3[CH:27]=[CH:26][C:25]([OH:28])=[CH:24][CH:23]=3)[N:15]2[N:14]=1. (5) Given the reactants CC1(C)[O:6][C@@H:5]([CH2:7][CH2:8][NH:9][C:10]([CH:12]2[CH:16]([C:17]3[CH:22]=[CH:21][CH:20]=[C:19]([Cl:23])[C:18]=3[F:24])[C:15]([C:27]3[CH:32]=[CH:31][C:30]([Cl:33])=[CH:29][C:28]=3[F:34])([C:25]#[N:26])[CH:14]([CH2:35][C:36]([CH3:43])([CH3:42])[CH2:37][CH2:38][N:39]=[N+:40]=[N-:41])[NH:13]2)=[O:11])[CH2:4][O:3]1.Cl, predict the reaction product. The product is: [OH:6][C@H:5]([CH2:4][OH:3])[CH2:7][CH2:8][NH:9][C:10]([CH:12]1[CH:16]([C:17]2[CH:22]=[CH:21][CH:20]=[C:19]([Cl:23])[C:18]=2[F:24])[C:15]([C:27]2[CH:32]=[CH:31][C:30]([Cl:33])=[CH:29][C:28]=2[F:34])([C:25]#[N:26])[CH:14]([CH2:35][C:36]([CH3:42])([CH3:43])[CH2:37][CH2:38][N:39]=[N+:40]=[N-:41])[NH:13]1)=[O:11]. (6) Given the reactants I[C:2]1[CH:7]=[CH:6][C:5]([C:8]2([OH:14])[CH2:13][CH2:12][NH:11][CH2:10][CH2:9]2)=[CH:4][CH:3]=1.[Cl:15][C:16]1[CH:21]=[CH:20][C:19]([C:22]2[CH:23]=[CH:24][C:25]([C:28]#[CH:29])=[N:26][CH:27]=2)=[CH:18][CH:17]=1, predict the reaction product. The product is: [Cl:15][C:16]1[CH:17]=[CH:18][C:19]([C:22]2[CH:23]=[CH:24][C:25]([C:28]#[C:29][C:2]3[CH:7]=[CH:6][C:5]([C:8]4([OH:14])[CH2:13][CH2:12][NH:11][CH2:10][CH2:9]4)=[CH:4][CH:3]=3)=[N:26][CH:27]=2)=[CH:20][CH:21]=1. (7) Given the reactants [CH:1]([O:4][C:5]1[C:14]([O:15][CH3:16])=[CH:13][C:8]([C:9]([O:11]C)=[O:10])=[C:7]([NH:17][CH2:18][C:19]2[CH:24]=[CH:23][C:22]([O:25][CH3:26])=[CH:21][CH:20]=2)[CH:6]=1)([CH3:3])[CH3:2].CO.[OH-].[Na+], predict the reaction product. The product is: [CH:1]([O:4][C:5]1[C:14]([O:15][CH3:16])=[CH:13][C:8]([C:9]([OH:11])=[O:10])=[C:7]([NH:17][CH2:18][C:19]2[CH:20]=[CH:21][C:22]([O:25][CH3:26])=[CH:23][CH:24]=2)[CH:6]=1)([CH3:3])[CH3:2]. (8) Given the reactants [F:1][C:2]1[CH:3]=[CH:4][C:5]([C:8]2[C:12]([CH2:13][CH2:14][C:15]3[S:16][C:17]([C:20]([OH:22])=O)=[CH:18][N:19]=3)=[C:11]([CH3:23])[O:10][N:9]=2)=[N:6][CH:7]=1.F[B-](F)(F)F.N1(OC(N(C)C)=[N+](C)C)C2C=CC=CC=2N=N1.C(N(CC)C(C)C)(C)C.[NH2:55][CH:56]1[CH2:61][CH2:60][O:59][CH2:58][CH2:57]1, predict the reaction product. The product is: [O:59]1[CH2:60][CH2:61][CH:56]([NH:55][C:20]([C:17]2[S:16][C:15]([CH2:14][CH2:13][C:12]3[C:8]([C:5]4[CH:4]=[CH:3][C:2]([F:1])=[CH:7][N:6]=4)=[N:9][O:10][C:11]=3[CH3:23])=[N:19][CH:18]=2)=[O:22])[CH2:57][CH2:58]1.